From a dataset of Reaction yield outcomes from USPTO patents with 853,638 reactions. Predict the reaction yield, written as a fraction of the theoretical maximum amount of product (1.0 means a 100% yield; for example, 0.34 means a 34% yield). The yield is 0.890. The product is [Cl:1][C:2]1[CH:3]=[C:4]([C:5]([N:29]2[CH2:28][CH2:27][N:26]([C:32]([O:34][C:35]([CH3:38])([CH3:37])[CH3:36])=[O:33])[CH2:31][CH2:30]2)=[O:7])[CH:8]=[CH:9][CH:10]=1. The catalyst is O. The reactants are [Cl:1][C:2]1[CH:3]=[C:4]([CH:8]=[CH:9][CH:10]=1)[C:5]([OH:7])=O.ClCCl.Cl.CN(C)CCCN=C=NCC.[N:26]1([C:32]([O:34][C:35]([CH3:38])([CH3:37])[CH3:36])=[O:33])[CH2:31][CH2:30][NH:29][CH2:28][CH2:27]1.